This data is from Catalyst prediction with 721,799 reactions and 888 catalyst types from USPTO. The task is: Predict which catalyst facilitates the given reaction. (1) Reactant: [CH3:1][C:2]1[C:6]([C:7]2[CH:12]=[CH:11][C:10]([CH3:13])=[CH:9][CH:8]=2)=[C:5]([CH3:14])[O:4][N:3]=1.[Cl:15][S:16](O)(=[O:18])=[O:17].P(Cl)(Cl)(Cl)(Cl)Cl. Product: [CH3:1][C:2]1[C:6]([C:7]2[CH:12]=[CH:11][C:10]([CH3:13])=[C:9]([S:16]([Cl:15])(=[O:18])=[O:17])[CH:8]=2)=[C:5]([CH3:14])[O:4][N:3]=1. The catalyst class is: 2. (2) The catalyst class is: 7. Product: [C:1]([O:5][C:6](=[O:32])[NH:7][CH:8]1[CH2:9][CH2:10][N:11]([CH2:14][CH:15]([C:23]2[CH:28]=[CH:27][C:26]([Cl:29])=[C:25]([Cl:30])[CH:24]=2)[C:16]2([OH:22])[CH2:21][CH2:20][CH2:19][CH2:18][CH2:17]2)[CH2:12][CH2:13]1)([CH3:4])([CH3:2])[CH3:3]. Reactant: [C:1]([O:5][C:6](=[O:32])[NH:7][CH:8]1[CH2:13][CH2:12][N:11]([C:14](=O)[CH:15]([C:23]2[CH:28]=[CH:27][C:26]([Cl:29])=[C:25]([Cl:30])[CH:24]=2)[C:16]2([OH:22])[CH2:21][CH2:20][CH2:19][CH2:18][CH2:17]2)[CH2:10][CH2:9]1)([CH3:4])([CH3:3])[CH3:2].B. (3) Reactant: [S-:1][C:2]#[N:3].[K+].[CH3:5][CH:6]1[CH2:12][C:11]2[CH:13]=[C:14]3[O:19][CH2:18][O:17][C:15]3=[CH:16][C:10]=2[C:9]([C:20]2[CH:25]=[CH:24][C:23]([N+:26]([O-:28])=[O:27])=[CH:22][CH:21]=2)=[N:8][NH:7]1. The catalyst class is: 15. Product: [CH3:5][CH:6]1[CH2:12][C:11]2[CH:13]=[C:14]3[O:19][CH2:18][O:17][C:15]3=[CH:16][C:10]=2[C:9]([C:20]2[CH:25]=[CH:24][C:23]([N+:26]([O-:28])=[O:27])=[CH:22][CH:21]=2)=[N:8][N:7]1[C:2](=[S:1])[NH2:3]. (4) Reactant: [H-].[Na+].[Cl:3][C:4]1[CH:5]=[C:6]([CH2:14][C:15]#[N:16])[CH:7]=[C:8]([Cl:13])[C:9]=1[N:10]([CH3:12])[CH3:11].[F:17][C:18]([F:25])([F:24])[C:19](OCC)=[O:20].O. Product: [Cl:3][C:4]1[CH:5]=[C:6]([CH:14]([C:19](=[O:20])[C:18]([F:25])([F:24])[F:17])[C:15]#[N:16])[CH:7]=[C:8]([Cl:13])[C:9]=1[N:10]([CH3:12])[CH3:11]. The catalyst class is: 1. (5) The catalyst class is: 4. Reactant: [N+:1]([C:4]1[CH:12]=[CH:11][CH:10]=[CH:9][C:5]=1[C:6](Cl)=[O:7])([O-:3])=[O:2].[CH3:13][Si:14]([CH3:22])([CH3:21])[C:15]#[C:16][Si](C)(C)C.[Cl-].[Al+3].[Cl-].[Cl-]. Product: [N+:1]([C:4]1[CH:12]=[CH:11][CH:10]=[CH:9][C:5]=1[C:6](=[O:7])[C:16]#[C:15][Si:14]([CH3:22])([CH3:21])[CH3:13])([O-:3])=[O:2]. (6) Reactant: C[C:2]1[CH:10]=[C:9](C(Cl)=O)[CH:8]=[CH:7][C:3]=1[C:4](Cl)=[O:5].[CH3:14][N:15]([CH3:19])[CH2:16][CH2:17][NH2:18].[C:20](=[O:23])([O-])[OH:21].[Na+].[CH2:25](Cl)Cl. Product: [CH3:14][N:15]([CH3:19])[CH2:16][CH2:17][NH:18][C:4]([C:3]1[CH:7]=[CH:8][C:9]([C:20]([O:21][CH3:25])=[O:23])=[CH:10][CH:2]=1)=[O:5]. The catalyst class is: 13.